Dataset: Full USPTO retrosynthesis dataset with 1.9M reactions from patents (1976-2016). Task: Predict the reactants needed to synthesize the given product. (1) The reactants are: BrC1C=[C:4]2[C:9](=[CH:10]C=1OCC)[C:8]([CH3:16])([CH3:15])[CH2:7][CH:6]=[C:5]2[C:17]([CH3:20])([CH3:19])[CH3:18].B1(B2O[C:33]([CH3:36])([CH3:35])[C:32]([CH3:38])([CH3:37])O2)OC(C)(C)C(C)(C)O1.[C:39]([O-])(=[O:41])[CH3:40].[K+].C(C1C2C=C(B3OC(C)(C)C(C)(C)O3)C(OCC)=CC=2C(C)(C)CC=1)(C)(C)C.I/C(/C)=C\[CH:75]=[CH:76]\[C:77](\[CH3:84])=[CH:78]\[C:79]([O:81][CH2:82][CH3:83])=[O:80].C(=O)([O-])[O-].[Na+].[Na+]. Given the product [C:17]([C:5]1[C:4]2[CH:37]=[C:32](/[C:33](/[CH3:35])=[CH:36]\[CH:75]=[CH:76]\[C:77](\[CH3:84])=[CH:78]\[C:79]([O:81][CH2:82][CH3:83])=[O:80])[C:38]([O:41][CH2:39][CH3:40])=[CH:10][C:9]=2[C:8]([CH3:15])([CH3:16])[CH2:7][CH:6]=1)([CH3:18])([CH3:19])[CH3:20], predict the reactants needed to synthesize it. (2) Given the product [CH3:36][C:33]1([CH3:35])[C:32]([CH3:37])([CH3:38])[O:31][B:30]([C:16]2[CH:17]=[C:18]([N:19]3[C:39]4[CH:40]=[CH:7][CH:2]=[CH:3][C:4]=4[C:8]4[C:20]3=[CH:12][CH:11]=[CH:10][CH:9]=4)[CH:13]=[CH:14][CH:15]=2)[O:34]1, predict the reactants needed to synthesize it. The reactants are: Br[C:2]1[CH:3]=[C:4]([C:8]2[C:20]3[NH:19][C:18]4[C:13](=[CH:14][CH:15]=[CH:16][CH:17]=4)[C:12]=3[CH:11]=[CH:10][CH:9]=2)C=C[CH:7]=1.[B:30]1([B:30]2[O:34][C:33]([CH3:36])([CH3:35])[C:32]([CH3:38])([CH3:37])[O:31]2)[O:34][C:33]([CH3:36])([CH3:35])[C:32]([CH3:38])([CH3:37])[O:31]1.[C:39]([O-])(=O)[CH3:40].[K+]. (3) Given the product [CH2:1]([C:3]([O:5][CH:6]([O:27][C:14](=[O:26])[CH2:15][CH2:16][CH2:17][CH2:18][CH2:19][CH2:20][CH2:21][CH2:22][CH2:23][CH2:24][CH3:25])[C:7]([O:9][CH:10]([CH3:12])[CH3:11])=[O:8])=[S:4])[CH3:2], predict the reactants needed to synthesize it. The reactants are: [CH2:1]([C:3]([O:5][CH:6](I)[C:7]([O:9][CH:10]([CH3:12])[CH3:11])=[O:8])=[S:4])[CH3:2].[C:14]([OH:27])(=[O:26])[CH2:15][CH2:16][CH2:17][CH2:18][CH2:19][CH2:20][CH2:21][CH2:22][CH2:23][CH2:24][CH3:25].C(N(C(C)C)CC)(C)C. (4) Given the product [C:6]([C@H:8]1[CH2:12][CH2:11][CH2:10][N:9]1[C:13](=[O:42])[CH2:14][O:15][C:16]1[C:21]([Cl:22])=[C:20]([Cl:23])[C:19]([Cl:24])=[C:18]([Cl:25])[C:17]=1[O:26][CH2:27][C:28]([N:30]1[CH2:34][CH2:33][CH2:32][C@@H:31]1[C:35]([OH:37])=[O:36])=[O:29])([OH:7])=[O:5], predict the reactants needed to synthesize it. The reactants are: C([O:5][C:6]([C@H:8]1[CH2:12][CH2:11][CH2:10][N:9]1[C:13](=[O:42])[CH2:14][O:15][C:16]1[C:21]([Cl:22])=[C:20]([Cl:23])[C:19]([Cl:24])=[C:18]([Cl:25])[C:17]=1[O:26][CH2:27][C:28]([N:30]1[CH2:34][CH2:33][CH2:32][C@@H:31]1[C:35]([O:37]C(C)(C)C)=[O:36])=[O:29])=[O:7])(C)(C)C. (5) Given the product [Cl:1][C:2]1[C:3]([OH:16])=[C:4]([C:13]([O:15][CH3:22])=[O:14])[C:5]2[O:9][C:8]([CH2:10][CH3:11])=[CH:7][C:6]=2[CH:12]=1, predict the reactants needed to synthesize it. The reactants are: [Cl:1][C:2]1[C:3]([OH:16])=[C:4]([C:13]([OH:15])=[O:14])[C:5]2[O:9][C:8]([CH2:10][CH3:11])=[CH:7][C:6]=2[CH:12]=1.S(=O)(=O)(O)O.[CH3:22]O.